Predict the reactants needed to synthesize the given product. From a dataset of Full USPTO retrosynthesis dataset with 1.9M reactions from patents (1976-2016). Given the product [O:14]=[C:9]1[CH2:10][O:11][CH2:12][CH2:13][N:8]1[C:5]1[CH:4]=[CH:3][C:2]([N:1]=[C:24]2[C:16]3=[N:15][CH:20]=[CH:19][N:18]=[C:17]3[C:21](=[O:22])[O:23]2)=[CH:7][CH:6]=1, predict the reactants needed to synthesize it. The reactants are: [NH2:1][C:2]1[CH:7]=[CH:6][C:5]([N:8]2[CH2:13][CH2:12][O:11][CH2:10][C:9]2=[O:14])=[CH:4][CH:3]=1.[N:15]1[CH:20]=[CH:19][N:18]=[C:17]2[C:21]([O:23][C:24](=O)[C:16]=12)=[O:22].